From a dataset of CYP3A4 inhibition data for predicting drug metabolism from PubChem BioAssay. Regression/Classification. Given a drug SMILES string, predict its absorption, distribution, metabolism, or excretion properties. Task type varies by dataset: regression for continuous measurements (e.g., permeability, clearance, half-life) or binary classification for categorical outcomes (e.g., BBB penetration, CYP inhibition). Dataset: cyp3a4_veith. (1) The result is 1 (inhibitor). The compound is COc1ccc(NC(=O)N2CC[C@@]3(CCCN(C(=O)c4cc(C(F)(F)F)cc(C(F)(F)F)c4)C3)C2)cc1. (2) The molecule is CC(C)(C)NC(=O)C(=O)NNC(=O)c1ccccc1. The result is 0 (non-inhibitor). (3) The result is 0 (non-inhibitor). The molecule is CCCNC(=O)N1CCC(C(=O)c2cccc(F)c2)CC1. (4) The drug is CC1(C)S[C@@H]2[C@H](NC(=O)COc3ccccc3)C(=O)N2[C@H]1C(=O)O.CC1(C)S[C@@H]2[C@H](NC(=O)COc3ccccc3)C(=O)N2[C@H]1C(=O)O.c1ccc(CNCCNCc2ccccc2)cc1. The result is 0 (non-inhibitor). (5) The molecule is Cc1cccc(C)c1NC(=O)CSc1nc(C)c(CC(=O)c2ccc(Br)cc2)c(C)c1C#N. The result is 1 (inhibitor). (6) The drug is CC(C)Cn1c(-c2nn(C)cc2Cl)n[nH]c1=S. The result is 0 (non-inhibitor). (7) The molecule is CCNc1ncc2nc(-c3cc(F)cc(F)c3)c(=O)n(CCC#N)c2n1. The result is 0 (non-inhibitor). (8) The drug is Cn1c(=O)c2c(n(Cc3ccccc3)c1=O)NC(=O)C2CC(=O)NCc1cccc(Cl)c1. The result is 1 (inhibitor).